Task: Predict which catalyst facilitates the given reaction.. Dataset: Catalyst prediction with 721,799 reactions and 888 catalyst types from USPTO Reactant: C(=O)(O)O.[NH2:5][C:6]([NH2:8])=[NH:7].[CH2:9]([O:11][C:12](=[O:23])[C:13](=[CH:19]OCC)[C:14](OCC)=[O:15])[CH3:10].O.Cl. Product: [CH2:9]([O:11][C:12]([C:13]1[C:14]([OH:15])=[N:7][C:6]([NH2:8])=[N:5][CH:19]=1)=[O:23])[CH3:10]. The catalyst class is: 8.